Task: Predict the product of the given reaction.. Dataset: Forward reaction prediction with 1.9M reactions from USPTO patents (1976-2016) (1) Given the reactants [CH2:1]=[CH:2][C:3]1[CH:8]=[CH:7][CH:6]=[CH:5][CH:4]=1.[CH2:9]=[CH:10][CH2:11][CH2:12][CH2:13][CH2:14][CH2:15][CH3:16], predict the reaction product. The product is: [CH2:2]([C:3]1[CH:8]=[CH:7][CH:6]=[CH:5][CH:4]=1)[CH3:1].[CH3:9][CH2:10][CH2:11][CH2:12][CH2:13][CH2:14][CH2:15][CH3:16]. (2) The product is: [CH2:12]([CH2:9][CH2:8][O:7][SiH:4]([CH3:5])[CH3:6])[CH:11]=[CH2:10]. Given the reactants O([Si:4]([O:7][CH2:8][CH3:9])([CH3:6])[CH3:5])CC.[CH2:10]([Mg]Br)[CH:11]=[CH2:12], predict the reaction product. (3) The product is: [CH3:10][O:9][C:8]1[CH:7]=[C:6]([CH2:30][CH:29]=[O:31])[CH:5]=[N:4][C:3]=1[O:2][CH3:1]. Given the reactants [CH3:1][O:2][C:3]1[C:8]([O:9][CH3:10])=[CH:7][CH:6]=[CH:5][N:4]=1.BrBr.[Cl-].[Li+].C([Sn](CC[CH2:29][CH3:30])(CCCC)CCCC)C=C.[O:31]=[O+][O-].CSC, predict the reaction product. (4) Given the reactants [CH:1]([N:5]1[CH:13]=[N:12][C:11]2[C:6]1=[N:7][C:8](Cl)=[N:9][C:10]=2[C:14]1[CH:15]=[N:16][C:17]([NH2:20])=[N:18][CH:19]=1)([CH2:3][CH3:4])[CH3:2].[NH:22]1[CH2:27][CH2:26][O:25][CH2:24][CH2:23]1, predict the reaction product. The product is: [CH:1]([N:5]1[CH:13]=[N:12][C:11]2[C:6]1=[N:7][C:8]([N:22]1[CH2:27][CH2:26][O:25][CH2:24][CH2:23]1)=[N:9][C:10]=2[C:14]1[CH:15]=[N:16][C:17]([NH2:20])=[N:18][CH:19]=1)([CH2:3][CH3:4])[CH3:2]. (5) Given the reactants [NH2:1][C:2]1[CH:9]=[C:8]([O:10][CH3:11])[CH:7]=[CH:6][C:3]=1[C:4]#[N:5].[CH2:12](N)[CH2:13][NH2:14], predict the reaction product. The product is: [NH:5]1[CH2:12][CH2:13][N:14]=[C:4]1[C:3]1[CH:6]=[CH:7][C:8]([O:10][CH3:11])=[CH:9][C:2]=1[NH2:1]. (6) Given the reactants [N:1]([CH2:4][CH2:5][N:6]1[C:10]2[CH:11]=[CH:12][C:13]([C:15]([N:17]3[CH:26]4[CH:21]([CH2:22][CH2:23][CH2:24][CH2:25]4)[CH2:20][CH2:19][CH2:18]3)=[O:16])=[CH:14][C:9]=2[N:8]=[CH:7]1)=[N+]=[N-], predict the reaction product. The product is: [NH2:1][CH2:4][CH2:5][N:6]1[C:10]2[CH:11]=[CH:12][C:13]([C:15]([N:17]3[CH:26]4[CH:21]([CH2:22][CH2:23][CH2:24][CH2:25]4)[CH2:20][CH2:19][CH2:18]3)=[O:16])=[CH:14][C:9]=2[N:8]=[CH:7]1. (7) Given the reactants [CH2:1]([O:3][C:4](=[O:22])[C:5]([C:7]1[C:8]2[S:20][C:19]([CH3:21])=[CH:18][C:9]=2[N:10]([CH3:17])[C:11]=1[C:12]([O:14]CC)=O)=O)[CH3:2].Cl.[C:24]1([CH3:32])[CH:29]=[CH:28][C:27]([NH:30][NH2:31])=[CH:26][CH:25]=1, predict the reaction product. The product is: [CH3:21][C:19]1[S:20][C:8]2[C:7]3[C:5]([C:4]([O:3][CH2:1][CH3:2])=[O:22])=[N:31][N:30]([C:27]4[CH:28]=[CH:29][C:24]([CH3:32])=[CH:25][CH:26]=4)[C:12](=[O:14])[C:11]=3[N:10]([CH3:17])[C:9]=2[CH:18]=1. (8) Given the reactants Br[C:2]1[CH:14]=[CH:13][CH:12]=[CH:11][C:3]=1[O:4][C:5]1[N:10]=[CH:9][CH:8]=[CH:7][N:6]=1.CC1(C)C(C)(C)OB([C:23]2[CH:24]=[CH:25][C:26]([C:29]3[CH:30]=[N:31][C:32]([NH2:35])=[N:33][CH:34]=3)=[N:27][CH:28]=2)O1, predict the reaction product. The product is: [N:6]1[CH:7]=[CH:8][CH:9]=[N:10][C:5]=1[O:4][C:3]1[CH:11]=[CH:12][CH:13]=[CH:14][C:2]=1[C:23]1[CH:24]=[CH:25][C:26]([C:29]2[CH:34]=[N:33][C:32]([NH2:35])=[N:31][CH:30]=2)=[N:27][CH:28]=1.